From a dataset of Forward reaction prediction with 1.9M reactions from USPTO patents (1976-2016). Predict the product of the given reaction. Given the reactants [O:1]=[C:2]1[NH:5][C@H:4]([C:6]([OH:8])=[O:7])[CH2:3]1.ClCCCl.[Cl:13][C:14]1[CH:19]=[CH:18][C:17](B(O)O)=[CH:16][CH:15]=1, predict the reaction product. The product is: [Cl:13][C:14]1[CH:19]=[CH:18][C:17]([N:5]2[C:2](=[O:1])[CH2:3][C@H:4]2[C:6]([OH:8])=[O:7])=[CH:16][CH:15]=1.